This data is from Forward reaction prediction with 1.9M reactions from USPTO patents (1976-2016). The task is: Predict the product of the given reaction. (1) Given the reactants [H-].[Na+].[CH3:3][C:4]1[N:5]=[C:6]([CH2:11][CH2:12][CH3:13])[NH:7][C:8](=[O:10])[CH:9]=1.[Li+].[Br-].Br[CH2:17][CH2:18][O:19][C:20]1[CH:27]=[CH:26][C:23]([CH:24]=[O:25])=[CH:22][CH:21]=1, predict the reaction product. The product is: [CH3:3][C:4]1[N:5]=[C:6]([CH2:11][CH2:12][CH3:13])[N:7]([CH2:17][CH2:18][O:19][C:20]2[CH:27]=[CH:26][C:23]([CH:24]=[O:25])=[CH:22][CH:21]=2)[C:8](=[O:10])[CH:9]=1. (2) The product is: [CH:1]([C:4]1[C:9]([B:10]([OH:12])[OH:11])=[C:8]([CH3:13])[C:7]([N+:14]([O-:16])=[O:15])=[CH:6][CH:5]=1)([CH3:3])[CH3:2]. Given the reactants [CH:1]([C:4]1[C:9]([B:10]([OH:12])[OH:11])=[C:8]([CH3:13])[CH:7]=[CH:6][CH:5]=1)([CH3:3])[CH3:2].[N+:14]([O-])([OH:16])=[O:15], predict the reaction product.